The task is: Predict the reaction yield, written as a fraction of the theoretical maximum amount of product (1.0 means a 100% yield; for example, 0.34 means a 34% yield).. This data is from Reaction yield outcomes from USPTO patents with 853,638 reactions. (1) The reactants are Cl[C:2]1[CH:21]=[CH:20][C:5]([C:6]([NH:8][CH2:9][C:10]2[CH:15]=[CH:14][C:13]([C:16]([F:19])([F:18])[F:17])=[CH:12][CH:11]=2)=[O:7])=[CH:4][N:3]=1.NC(N)=[S:24].CCO.Cl.O.C(=O)([O-])[O-].[Na+].[Na+].[OH-].[Na+]. No catalyst specified. The product is [SH:24][C:2]1[CH:21]=[CH:20][C:5]([C:6]([NH:8][CH2:9][C:10]2[CH:15]=[CH:14][C:13]([C:16]([F:19])([F:18])[F:17])=[CH:12][CH:11]=2)=[O:7])=[CH:4][N:3]=1. The yield is 0.860. (2) The reactants are [H-].[Al+3].[Li+].[H-].[H-].[H-].[NH2:7][C@H:8]([C:12]1[CH:17]=[CH:16][CH:15]=[CH:14][CH:13]=1)[C:9]([NH2:11])=O. The catalyst is O1CCCC1. The product is [C:12]1([C@@H:8]([NH2:7])[CH2:9][NH2:11])[CH:17]=[CH:16][CH:15]=[CH:14][CH:13]=1. The yield is 0.320.